From a dataset of NCI-60 drug combinations with 297,098 pairs across 59 cell lines. Regression. Given two drug SMILES strings and cell line genomic features, predict the synergy score measuring deviation from expected non-interaction effect. (1) Drug 1: CN(C)N=NC1=C(NC=N1)C(=O)N. Drug 2: C(=O)(N)NO. Cell line: HCT116. Synergy scores: CSS=2.03, Synergy_ZIP=-3.69, Synergy_Bliss=-5.91, Synergy_Loewe=-14.1, Synergy_HSA=-4.11. (2) Drug 1: CC(CN1CC(=O)NC(=O)C1)N2CC(=O)NC(=O)C2. Cell line: SK-MEL-5. Drug 2: N.N.Cl[Pt+2]Cl. Synergy scores: CSS=21.5, Synergy_ZIP=0.721, Synergy_Bliss=7.72, Synergy_Loewe=3.98, Synergy_HSA=4.72. (3) Drug 1: CC12CCC3C(C1CCC2=O)CC(=C)C4=CC(=O)C=CC34C. Drug 2: CC1C(C(=O)NC(C(=O)N2CCCC2C(=O)N(CC(=O)N(C(C(=O)O1)C(C)C)C)C)C(C)C)NC(=O)C3=C4C(=C(C=C3)C)OC5=C(C(=O)C(=C(C5=N4)C(=O)NC6C(OC(=O)C(N(C(=O)CN(C(=O)C7CCCN7C(=O)C(NC6=O)C(C)C)C)C)C(C)C)C)N)C. Cell line: UACC62. Synergy scores: CSS=45.3, Synergy_ZIP=4.74, Synergy_Bliss=6.55, Synergy_Loewe=7.17, Synergy_HSA=6.75. (4) Synergy scores: CSS=66.5, Synergy_ZIP=1.86, Synergy_Bliss=0.194, Synergy_Loewe=-2.83, Synergy_HSA=0.162. Drug 1: CCCCC(=O)OCC(=O)C1(CC(C2=C(C1)C(=C3C(=C2O)C(=O)C4=C(C3=O)C=CC=C4OC)O)OC5CC(C(C(O5)C)O)NC(=O)C(F)(F)F)O. Cell line: NCIH23. Drug 2: C1=CN(C=N1)CC(O)(P(=O)(O)O)P(=O)(O)O. (5) Drug 1: CC1=C(C=C(C=C1)NC2=NC=CC(=N2)N(C)C3=CC4=NN(C(=C4C=C3)C)C)S(=O)(=O)N.Cl. Drug 2: CC12CCC3C(C1CCC2OP(=O)(O)O)CCC4=C3C=CC(=C4)OC(=O)N(CCCl)CCCl.[Na+]. Cell line: HCT116. Synergy scores: CSS=6.44, Synergy_ZIP=-0.680, Synergy_Bliss=-9.06, Synergy_Loewe=-10.7, Synergy_HSA=-10.2.